Task: Predict the reaction yield, written as a fraction of the theoretical maximum amount of product (1.0 means a 100% yield; for example, 0.34 means a 34% yield).. Dataset: Reaction yield outcomes from USPTO patents with 853,638 reactions (1) The reactants are [CH3:1][O:2][C:3](=[O:12])[CH:4]([CH3:11])[CH2:5][CH2:6][CH2:7][C:8](=[O:10])[CH3:9].CC(OC)(C)C.[OH-].[Na+].CC(CC(C)=O)C. The catalyst is P(=O)(O)(O)O. The product is [CH3:1][O:2][C:3](=[O:12])[C@@H:4]([CH3:11])[CH2:5][CH2:6][CH2:7][C:8](=[O:10])[CH3:9]. The yield is 0.403. (2) The reactants are [CH3:1][C:2]1[C:6]2[C:7]([C:11]3[CH:16]=[CH:15][CH:14]=[CH:13][CH:12]=3)=[CH:8][CH:9]=[CH:10][C:5]=2[O:4][C:3]=1[C:17](O)=[O:18].C(Cl)(=O)C(Cl)=O.[CH3:26][O:27][C:28](=[O:50])[C@@H:29]([NH:33][S:34]([C:37]1[CH:42]=[CH:41][C:40]([C:43]2[CH:48]=[CH:47][C:46]([NH2:49])=[CH:45][CH:44]=2)=[CH:39][CH:38]=1)(=[O:36])=[O:35])[CH:30]([CH3:32])[CH3:31]. The catalyst is CN(C)C1C=CN=CC=1.CN(C=O)C. The product is [CH3:26][O:27][C:28](=[O:50])[C@@H:29]([NH:33][S:34]([C:37]1[CH:42]=[CH:41][C:40]([C:43]2[CH:44]=[CH:45][C:46]([NH:49][C:17]([C:3]3[O:4][C:5]4[CH:10]=[CH:9][CH:8]=[C:7]([C:11]5[CH:16]=[CH:15][CH:14]=[CH:13][CH:12]=5)[C:6]=4[C:2]=3[CH3:1])=[O:18])=[CH:47][CH:48]=2)=[CH:39][CH:38]=1)(=[O:36])=[O:35])[CH:30]([CH3:32])[CH3:31]. The yield is 0.290.